Dataset: Peptide-MHC class II binding affinity with 134,281 pairs from IEDB. Task: Regression. Given a peptide amino acid sequence and an MHC pseudo amino acid sequence, predict their binding affinity value. This is MHC class II binding data. (1) The peptide sequence is MHWVRQAPGKGLEWV. The MHC is HLA-DQA10102-DQB10602 with pseudo-sequence HLA-DQA10102-DQB10602. The binding affinity (normalized) is 0.218. (2) The peptide sequence is IQDLELSWNLNGLQAY. The MHC is HLA-DQA10101-DQB10501 with pseudo-sequence HLA-DQA10101-DQB10501. The binding affinity (normalized) is 0.655. (3) The peptide sequence is IPKLDELGNILSVYD. The MHC is DRB1_0101 with pseudo-sequence DRB1_0101. The binding affinity (normalized) is 0.623. (4) The peptide sequence is HAPAAPANPGLIIGALAGST. The MHC is HLA-DQA10501-DQB10201 with pseudo-sequence HLA-DQA10501-DQB10201. The binding affinity (normalized) is 0.292.